Dataset: Full USPTO retrosynthesis dataset with 1.9M reactions from patents (1976-2016). Task: Predict the reactants needed to synthesize the given product. (1) Given the product [F:13][C:8]1[N:7]=[C:6]([O:5][CH2:4][CH2:3][N:2]2[CH2:14][CH2:17][N:16]([CH3:20])[CH2:15][CH2:1]2)[N:11]=[C:10]([NH2:12])[CH:9]=1, predict the reactants needed to synthesize it. The reactants are: [CH3:1][N:2]([CH3:14])[CH2:3][CH2:4][O:5][C:6]1[N:11]=[C:10]([NH2:12])[CH:9]=[C:8]([F:13])[N:7]=1.[CH3:15][N:16]([CH3:20])[CH2:17]CO. (2) Given the product [F:1][C:2]([F:27])([F:26])[CH2:3][NH:4][C:5]([C:7]1([CH2:21][CH2:22][CH2:23][CH2:24][N:34]2[C@H:33]([CH3:35])[CH2:32][N:31]([C:36]3[CH:45]=[CH:44][C:43]4[C:38](=[CH:39][CH:40]=[CH:41][CH:42]=4)[N:37]=3)[CH2:30][C@@H:29]2[CH3:28])[C:20]2[CH:19]=[CH:18][CH:17]=[CH:16][C:15]=2[O:14][C:13]2[C:8]1=[CH:9][CH:10]=[CH:11][CH:12]=2)=[O:6], predict the reactants needed to synthesize it. The reactants are: [F:1][C:2]([F:27])([F:26])[CH2:3][NH:4][C:5]([C:7]1([CH2:21][CH2:22][CH2:23][CH2:24]Br)[C:20]2[CH:19]=[CH:18][CH:17]=[CH:16][C:15]=2[O:14][C:13]2[C:8]1=[CH:9][CH:10]=[CH:11][CH:12]=2)=[O:6].[CH3:28][C@H:29]1[NH:34][C@@H:33]([CH3:35])[CH2:32][N:31]([C:36]2[CH:45]=[CH:44][C:43]3[C:38](=[CH:39][CH:40]=[CH:41][CH:42]=3)[N:37]=2)[CH2:30]1. (3) Given the product [Br:15][C:14]1[C:9]([CH2:8][CH2:7][CH:2]=[O:1])=[N:10][CH:11]=[N:12][CH:13]=1, predict the reactants needed to synthesize it. The reactants are: [O:1]1CCCO[CH:2]1[CH2:7][CH2:8][C:9]1[C:14]([Br:15])=[CH:13][N:12]=[CH:11][N:10]=1.C(O)=O.